This data is from NCI-60 drug combinations with 297,098 pairs across 59 cell lines. The task is: Regression. Given two drug SMILES strings and cell line genomic features, predict the synergy score measuring deviation from expected non-interaction effect. (1) Drug 1: CC12CCC3C(C1CCC2=O)CC(=C)C4=CC(=O)C=CC34C. Drug 2: C1C(C(OC1N2C=NC(=NC2=O)N)CO)O. Cell line: LOX IMVI. Synergy scores: CSS=16.9, Synergy_ZIP=-3.03, Synergy_Bliss=-2.48, Synergy_Loewe=-1.87, Synergy_HSA=-0.270. (2) Drug 1: C1=CC=C(C(=C1)C(C2=CC=C(C=C2)Cl)C(Cl)Cl)Cl. Drug 2: N.N.Cl[Pt+2]Cl. Synergy scores: CSS=27.1, Synergy_ZIP=-6.56, Synergy_Bliss=-3.90, Synergy_Loewe=-20.0, Synergy_HSA=-4.90. Cell line: A498. (3) Drug 1: CCC1(C2=C(COC1=O)C(=O)N3CC4=CC5=C(C=CC(=C5CN(C)C)O)N=C4C3=C2)O.Cl. Drug 2: CC1C(C(CC(O1)OC2CC(CC3=C2C(=C4C(=C3O)C(=O)C5=C(C4=O)C(=CC=C5)OC)O)(C(=O)CO)O)N)O.Cl. Cell line: A498. Synergy scores: CSS=49.9, Synergy_ZIP=-2.12, Synergy_Bliss=-1.63, Synergy_Loewe=-1.03, Synergy_HSA=0.196.